From a dataset of Catalyst prediction with 721,799 reactions and 888 catalyst types from USPTO. Predict which catalyst facilitates the given reaction. Reactant: [F:1][C:2]([F:14])([F:13])[C:3]([C:5]1[S:9][C:8]([C:10]([OH:12])=O)=[CH:7][CH:6]=1)=[O:4].C1C=CC2N(O)N=NC=2C=1.CCN=C=NCCCN(C)C.[CH3:36][O:37][C:38]1[CH:45]=[CH:44][C:41]([CH2:42][NH2:43])=[CH:40][CH:39]=1. Product: [CH3:36][O:37][C:38]1[CH:45]=[CH:44][C:41]([CH2:42][NH:43][C:10]([C:8]2[S:9][C:5]([C:3](=[O:4])[C:2]([F:1])([F:14])[F:13])=[CH:6][CH:7]=2)=[O:12])=[CH:40][CH:39]=1. The catalyst class is: 3.